Dataset: Full USPTO retrosynthesis dataset with 1.9M reactions from patents (1976-2016). Task: Predict the reactants needed to synthesize the given product. (1) Given the product [F:20][C:21]1[CH:26]=[CH:25][C:24]([C:2]2[C:7]([CH:8]=[O:9])=[C:6]([NH:10][C:11]3[CH:16]=[CH:15][CH:14]=[CH:13][C:12]=3[F:17])[N:5]=[C:4]([S:18][CH3:19])[N:3]=2)=[C:23]([CH3:30])[CH:22]=1, predict the reactants needed to synthesize it. The reactants are: Cl[C:2]1[C:7]([CH:8]=[O:9])=[C:6]([NH:10][C:11]2[CH:16]=[CH:15][CH:14]=[CH:13][C:12]=2[F:17])[N:5]=[C:4]([S:18][CH3:19])[N:3]=1.[F:20][C:21]1[CH:26]=[CH:25][C:24](B(O)O)=[C:23]([CH3:30])[CH:22]=1. (2) Given the product [C:3]12([C:13]3[CH:14]=[C:15]([C:28]4[CH:29]=[C:30]5[C:35](=[CH:36][CH:37]=4)[CH:34]=[C:33]([C:38]([OH:40])=[O:39])[CH:32]=[CH:31]5)[CH:16]=[CH:17][C:18]=3[O:19][CH2:20][CH:21]3[CH2:25][O:24][C:23]([CH3:26])([CH3:27])[O:22]3)[CH2:12][CH:7]3[CH2:6][CH:5]([CH2:11][CH:9]([CH2:8]3)[CH2:10]1)[CH2:4]2, predict the reactants needed to synthesize it. The reactants are: [OH-].[Na+].[C:3]12([C:13]3[CH:14]=[C:15]([C:28]4[CH:29]=[C:30]5[C:35](=[CH:36][CH:37]=4)[CH:34]=[C:33]([C:38]([O:40]C)=[O:39])[CH:32]=[CH:31]5)[CH:16]=[CH:17][C:18]=3[O:19][CH2:20][CH:21]3[CH2:25][O:24][C:23]([CH3:27])([CH3:26])[O:22]3)[CH2:12][CH:7]3[CH2:8][CH:9]([CH2:11][CH:5]([CH2:6]3)[CH2:4]1)[CH2:10]2. (3) Given the product [C:1](=[O:22])([O:5][CH2:6][CH2:7][O:8][CH:9]1[CH2:14][CH2:13][N:12]([C:15]([O:17][C:18]([CH3:21])([CH3:20])[CH3:19])=[O:16])[CH2:11][CH2:10]1)[O:2][CH2:3][I:23], predict the reactants needed to synthesize it. The reactants are: [C:1](=[O:22])([O:5][CH2:6][CH2:7][O:8][CH:9]1[CH2:14][CH2:13][N:12]([C:15]([O:17][C:18]([CH3:21])([CH3:20])[CH3:19])=[O:16])[CH2:11][CH2:10]1)[O:2][CH2:3]Cl.[I-:23].[Na+]. (4) Given the product [CH3:1][O:2][C:3]1[C:4]([CH3:16])=[C:5]([CH:9]([CH3:10])[C:20]([OH:21])=[O:17])[CH:6]=[CH:7][CH:8]=1, predict the reactants needed to synthesize it. The reactants are: [CH3:1][O:2][C:3]1[C:4]([CH3:16])=[C:5]([CH2:9][CH2:10]C(OCC)=O)[CH:6]=[CH:7][CH:8]=1.[OH-:17].[Na+].C[CH2:20][OH:21].